From a dataset of Forward reaction prediction with 1.9M reactions from USPTO patents (1976-2016). Predict the product of the given reaction. (1) Given the reactants Cl.CN(C)CCCN=C=NCC.[C:13]1([S:23]([NH2:26])(=[O:25])=[O:24])[C:14]([S:19]([NH2:22])(=[O:21])=[O:20])=[CH:15][CH:16]=[CH:17][CH:18]=1.[CH:27]1([CH:30]([CH:49]2[CH2:51][CH2:50]2)[C:31]#[C:32][C:33]2[CH:41]=[CH:40][C:36]([C:37](O)=[O:38])=[CH:35][C:34]=2[O:42][CH2:43][CH2:44][C:45]([F:48])([F:47])[F:46])[CH2:29][CH2:28]1.O, predict the reaction product. The product is: [CH:27]1([CH:30]([CH:49]2[CH2:51][CH2:50]2)[C:31]#[C:32][C:33]2[CH:41]=[CH:40][C:36]([C:37]([NH:22][S:19]([C:14]3[CH:15]=[CH:16][CH:17]=[CH:18][C:13]=3[S:23](=[O:25])(=[O:24])[NH2:26])(=[O:21])=[O:20])=[O:38])=[CH:35][C:34]=2[O:42][CH2:43][CH2:44][C:45]([F:46])([F:47])[F:48])[CH2:29][CH2:28]1. (2) Given the reactants [Cl:1][C:2]1[CH:18]=[CH:17][C:5]([O:6][C:7]2[CH:12]=[CH:11][C:10]([CH2:13][CH2:14][OH:15])=[CH:9][C:8]=2[F:16])=[CH:4][C:3]=1[F:19].Cl[C:21]1[CH:31]=[C:25]2[N:26]([CH3:30])[CH2:27][CH2:28][CH2:29][N:24]2[C:23](=[O:32])[N:22]=1, predict the reaction product. The product is: [Cl:1][C:2]1[CH:18]=[CH:17][C:5]([O:6][C:7]2[CH:12]=[CH:11][C:10]([CH2:13][CH2:14][O:15][C:21]3[CH:31]=[C:25]4[N:26]([CH3:30])[CH2:27][CH2:28][CH2:29][N:24]4[C:23](=[O:32])[N:22]=3)=[CH:9][C:8]=2[F:16])=[CH:4][C:3]=1[F:19]. (3) Given the reactants [H-].[Na+].[C:3]([CH:5]([CH:10]([C:21]1[CH:26]=[CH:25][CH:24]=[CH:23][C:22]=1[O:27][CH3:28])[C:11]1[C:20]2[C:15](=[CH:16][CH:17]=[CH:18][CH:19]=2)[CH:14]=[CH:13][CH:12]=1)[C:6]([O:8][CH3:9])=[O:7])#[N:4].Cl.[N:30]1[CH:35]=[CH:34][CH:33]=[CH:32][C:31]=1[CH2:36]Cl, predict the reaction product. The product is: [C:3]([C@:5]([CH2:36][C:31]1[CH:32]=[CH:33][CH:34]=[CH:35][N:30]=1)([C@H:10]([C:21]1[CH:26]=[CH:25][CH:24]=[CH:23][C:22]=1[O:27][CH3:28])[C:11]1[C:20]2[C:15](=[CH:16][CH:17]=[CH:18][CH:19]=2)[CH:14]=[CH:13][CH:12]=1)[C:6]([O:8][CH3:9])=[O:7])#[N:4]. (4) Given the reactants [CH2:1]([O:3][C:4]([C:6]1[CH:7]=[N:8][C:9]2[C:14]([C:15]=1Cl)=[CH:13][CH:12]=[CH:11][C:10]=2[N+:17]([O-])=O)=[O:5])[CH3:2].[CH3:20][O:21][C:22]1[C:29]([O:30][CH3:31])=[CH:28][CH:27]=[CH:26][C:23]=1[CH2:24][NH2:25], predict the reaction product. The product is: [CH2:1]([O:3][C:4]([C:6]1[CH:7]=[N:8][C:9]2[C:14]([C:15]=1[NH:25][CH2:24][C:23]1[CH:26]=[CH:27][CH:28]=[C:29]([O:30][CH3:31])[C:22]=1[O:21][CH3:20])=[CH:13][CH:12]=[CH:11][C:10]=2[NH2:17])=[O:5])[CH3:2]. (5) Given the reactants Cl[C:2]1[N:3]=[C:4]([NH:23][CH:24]2[CH2:26][CH2:25]2)[C:5]2[C:10]([C:11]#[N:12])=[CH:9][N:8](S(C3C=CC(C)=CC=3)(=O)=O)[C:6]=2[N:7]=1.[NH2:27][C:28]1[CH:36]=[C:35]2[C:31]([CH:32]=[N:33][NH:34]2)=[CH:30][CH:29]=1.C[Si](Cl)(C)C, predict the reaction product. The product is: [NH:34]1[C:35]2[C:31](=[CH:30][CH:29]=[C:28]([NH:27][C:2]3[N:3]=[C:4]([NH:23][CH:24]4[CH2:25][CH2:26]4)[C:5]4[C:10]([C:11]#[N:12])=[CH:9][NH:8][C:6]=4[N:7]=3)[CH:36]=2)[CH:32]=[N:33]1.